This data is from Peptide-MHC class I binding affinity with 185,985 pairs from IEDB/IMGT. The task is: Regression. Given a peptide amino acid sequence and an MHC pseudo amino acid sequence, predict their binding affinity value. This is MHC class I binding data. (1) The peptide sequence is ENRTYIYW. The MHC is Mamu-B52 with pseudo-sequence Mamu-B52. The binding affinity (normalized) is 0.527. (2) The peptide sequence is QFLSFASLF. The MHC is HLA-B15:01 with pseudo-sequence HLA-B15:01. The binding affinity (normalized) is 0.149. (3) The peptide sequence is TMAMVLSIV. The MHC is HLA-A02:03 with pseudo-sequence HLA-A02:03. The binding affinity (normalized) is 0.957. (4) The peptide sequence is LTHSINSLI. The MHC is Mamu-A01 with pseudo-sequence Mamu-A01. The binding affinity (normalized) is 0.734. (5) The peptide sequence is NHINVCLSL. The MHC is Mamu-A07 with pseudo-sequence Mamu-A07. The binding affinity (normalized) is 0.816. (6) The peptide sequence is ELALTDVEKR. The MHC is HLA-A68:01 with pseudo-sequence HLA-A68:01. The binding affinity (normalized) is 0.537. (7) The binding affinity (normalized) is 0.859. The MHC is HLA-A02:01 with pseudo-sequence HLA-A02:01. The peptide sequence is KMMLFYMDL. (8) The MHC is HLA-A29:02 with pseudo-sequence HLA-A29:02. The binding affinity (normalized) is 0.0631. The peptide sequence is LYLQMNSL.